Dataset: Merck oncology drug combination screen with 23,052 pairs across 39 cell lines. Task: Regression. Given two drug SMILES strings and cell line genomic features, predict the synergy score measuring deviation from expected non-interaction effect. (1) Drug 1: N.N.O=C(O)C1(C(=O)O)CCC1.[Pt]. Drug 2: COC1=C2CC(C)CC(OC)C(O)C(C)C=C(C)C(OC(N)=O)C(OC)C=CC=C(C)C(=O)NC(=CC1=O)C2=O. Cell line: A2780. Synergy scores: synergy=1.14. (2) Drug 1: COc1cccc2c1C(=O)c1c(O)c3c(c(O)c1C2=O)CC(O)(C(=O)CO)CC3OC1CC(N)C(O)C(C)O1. Drug 2: Cn1nnc2c(C(N)=O)ncn2c1=O. Cell line: A375. Synergy scores: synergy=-5.92. (3) Drug 1: CCC1=CC2CN(C1)Cc1c([nH]c3ccccc13)C(C(=O)OC)(c1cc3c(cc1OC)N(C)C1C(O)(C(=O)OC)C(OC(C)=O)C4(CC)C=CCN5CCC31C54)C2. Drug 2: CC1(c2nc3c(C(N)=O)cccc3[nH]2)CCCN1. Cell line: LNCAP. Synergy scores: synergy=20.8. (4) Drug 1: O=P1(N(CCCl)CCCl)NCCCO1. Drug 2: CNC(=O)c1cc(Oc2ccc(NC(=O)Nc3ccc(Cl)c(C(F)(F)F)c3)cc2)ccn1. Cell line: KPL1. Synergy scores: synergy=-0.771. (5) Drug 1: O=C(NOCC(O)CO)c1ccc(F)c(F)c1Nc1ccc(I)cc1F. Drug 2: Cn1c(=O)n(-c2ccc(C(C)(C)C#N)cc2)c2c3cc(-c4cnc5ccccc5c4)ccc3ncc21. Cell line: PA1. Synergy scores: synergy=43.9. (6) Synergy scores: synergy=-43.3. Drug 1: O=C(CCCCCCC(=O)Nc1ccccc1)NO. Cell line: NCIH460. Drug 2: COC1=C2CC(C)CC(OC)C(O)C(C)C=C(C)C(OC(N)=O)C(OC)C=CC=C(C)C(=O)NC(=CC1=O)C2=O. (7) Synergy scores: synergy=-0.499. Drug 2: CCc1cnn2c(NCc3ccc[n+]([O-])c3)cc(N3CCCCC3CCO)nc12. Cell line: DLD1. Drug 1: CN1C(=O)C=CC2(C)C3CCC4(C)C(NC(=O)OCC(F)(F)F)CCC4C3CCC12.